This data is from Forward reaction prediction with 1.9M reactions from USPTO patents (1976-2016). The task is: Predict the product of the given reaction. Given the reactants [C:1]([C:3]1[CH:8]=[CH:7][C:6]([C@@H:9]([N:11]2[CH2:16][CH2:15][C@:14]([CH2:23][C:24]([OH:27])([CH3:26])[CH3:25])([C:17]3[CH:22]=[CH:21][CH:20]=[CH:19][CH:18]=3)[O:13][C:12]2=[O:28])[CH3:10])=[CH:5][CH:4]=1)#[CH:2].I[C:30]1[CH:35]=[CH:34][NH:33][C:32](=[O:36])[CH:31]=1, predict the reaction product. The product is: [OH:27][C:24]([CH3:25])([CH3:26])[CH2:23][C@@:14]1([C:17]2[CH:18]=[CH:19][CH:20]=[CH:21][CH:22]=2)[O:13][C:12](=[O:28])[N:11]([C@H:9]([C:6]2[CH:5]=[CH:4][C:3]([C:1]#[C:2][C:30]3[CH:35]=[CH:34][NH:33][C:32](=[O:36])[CH:31]=3)=[CH:8][CH:7]=2)[CH3:10])[CH2:16][CH2:15]1.